Dataset: Full USPTO retrosynthesis dataset with 1.9M reactions from patents (1976-2016). Task: Predict the reactants needed to synthesize the given product. (1) Given the product [CH3:2][NH:3][C:5]1[CH:10]=[C:9]([O:11][C:12]2[CH:13]=[C:14]3[C:19](=[CH:20][CH:21]=2)[C:18]([C:22]([OH:24])=[O:23])=[CH:17][CH:16]=[CH:15]3)[CH:8]=[CH:7][N:6]=1, predict the reactants needed to synthesize it. The reactants are: Cl.[CH3:2][NH2:3].Cl[C:5]1[CH:10]=[C:9]([O:11][C:12]2[CH:13]=[C:14]3[C:19](=[CH:20][CH:21]=2)[C:18]([C:22]([OH:24])=[O:23])=[CH:17][CH:16]=[CH:15]3)[CH:8]=[CH:7][N:6]=1.CCOC(C)=O. (2) Given the product [Cl:13][C:10]1[CH:11]=[CH:12][C:7]([S:6][CH2:5][C:4]2[CH:27]=[CH:28][CH:29]=[C:2]([NH:1][S:31]([CH3:30])(=[O:33])=[O:32])[CH:3]=2)=[C:8]([NH:14][S:15]([C:18]2[O:19][C:20]3[CH:26]=[CH:25][CH:24]=[CH:23][C:21]=3[CH:22]=2)(=[O:17])=[O:16])[CH:9]=1, predict the reactants needed to synthesize it. The reactants are: [NH2:1][C:2]1[CH:3]=[C:4]([CH:27]=[CH:28][CH:29]=1)[CH2:5][S:6][C:7]1[CH:12]=[CH:11][C:10]([Cl:13])=[CH:9][C:8]=1[NH:14][S:15]([C:18]1[O:19][C:20]2[CH:26]=[CH:25][CH:24]=[CH:23][C:21]=2[CH:22]=1)(=[O:17])=[O:16].[CH3:30][S:31](Cl)(=[O:33])=[O:32].